From a dataset of Full USPTO retrosynthesis dataset with 1.9M reactions from patents (1976-2016). Predict the reactants needed to synthesize the given product. (1) The reactants are: [C:1]([NH:11][C@@H:12]([C:16]([OH:18])=O)[CH:13]([CH3:15])[CH3:14])([O:3][CH2:4][C:5]1[CH:10]=[CH:9][CH:8]=[CH:7][CH:6]=1)=[O:2].CN1CCOCC1.[NH2:26][CH2:27][C:28]([O:32][CH3:33])([O:30][CH3:31])C. Given the product [CH3:31][O:30][CH:28]([O:32][CH3:33])[CH2:27][NH:26][C:16](=[O:18])[C@H:12]([NH:11][C:1](=[O:2])[O:3][CH2:4][C:5]1[CH:6]=[CH:7][CH:8]=[CH:9][CH:10]=1)[CH:13]([CH3:14])[CH3:15], predict the reactants needed to synthesize it. (2) Given the product [NH2:1][C:2]([C:4]1[CH:5]=[N:6][C:7]2[C:12]([C:13]=1[NH:14][C:15]1[CH:16]=[C:17]([CH:23]=[CH:24][CH:25]=1)[C:18]([OH:20])=[O:19])=[CH:11][CH:10]=[C:9]([C:26]1[CH:31]=[C:30]([C:32]([F:33])([F:34])[F:35])[N:29]=[C:28]([O:36][CH3:37])[CH:27]=1)[CH:8]=2)=[O:3], predict the reactants needed to synthesize it. The reactants are: [NH2:1][C:2]([C:4]1[CH:5]=[N:6][C:7]2[C:12]([C:13]=1[NH:14][C:15]1[CH:16]=[C:17]([CH:23]=[CH:24][CH:25]=1)[C:18]([O:20]CC)=[O:19])=[CH:11][CH:10]=[C:9]([C:26]1[CH:31]=[C:30]([C:32]([F:35])([F:34])[F:33])[N:29]=[C:28]([O:36][CH3:37])[CH:27]=1)[CH:8]=2)=[O:3].[OH-].[Na+]. (3) Given the product [S:3]1[C:4]2[CH:10]=[CH:9][CH:8]=[CH:7][C:5]=2[N:6]=[C:2]1[NH:1][C:17]([C:15]1[S:16][C:12]([CH3:11])=[CH:13][CH:14]=1)=[O:18], predict the reactants needed to synthesize it. The reactants are: [NH2:1][C:2]1[S:3][C:4]2[CH:10]=[CH:9][CH:8]=[CH:7][C:5]=2[N:6]=1.[CH3:11][C:12]1[S:16][C:15]([C:17](Cl)=[O:18])=[CH:14][CH:13]=1.